This data is from Forward reaction prediction with 1.9M reactions from USPTO patents (1976-2016). The task is: Predict the product of the given reaction. Given the reactants [Br:1][C:2]1[CH:6]=[N:5][N:4]([CH3:7])[C:3]=1[C:8]1[CH:9]=[C:10]([NH2:23])[CH:11]=[CH:12][C:13]=1[O:14][CH2:15][C:16]1[CH:21]=[CH:20][C:19]([Cl:22])=[CH:18][CH:17]=1.[F:24][C:25]1[CH:30]=[CH:29][C:28]([N:31]=[C:32]=[O:33])=[CH:27][CH:26]=1, predict the reaction product. The product is: [Br:1][C:2]1[CH:6]=[N:5][N:4]([CH3:7])[C:3]=1[C:8]1[CH:9]=[C:10]([NH:23][C:32]([NH:31][C:28]2[CH:29]=[CH:30][C:25]([F:24])=[CH:26][CH:27]=2)=[O:33])[CH:11]=[CH:12][C:13]=1[O:14][CH2:15][C:16]1[CH:21]=[CH:20][C:19]([Cl:22])=[CH:18][CH:17]=1.